This data is from Reaction yield outcomes from USPTO patents with 853,638 reactions. The task is: Predict the reaction yield, written as a fraction of the theoretical maximum amount of product (1.0 means a 100% yield; for example, 0.34 means a 34% yield). (1) The reactants are [C:1]([O:5][C:6]([N:8]1[CH2:13][CH2:12][CH:11]([CH2:14][C:15]([OH:17])=O)[CH2:10][CH2:9]1)=[O:7])([CH3:4])([CH3:3])[CH3:2].C(Cl)(=O)C(Cl)=O.[NH2:24][C:25]1[CH:26]=[N:27][CH:28]=[C:29]([Br:31])[CH:30]=1.CCN(C(C)C)C(C)C.C([O-])(O)=O.[Na+]. The catalyst is C(Cl)Cl.CN(C1C=CN=CC=1)C.CN(C=O)C. The product is [Br:31][C:29]1[CH:30]=[C:25]([NH:24][C:15](=[O:17])[CH2:14][CH:11]2[CH2:10][CH2:9][N:8]([C:6]([O:5][C:1]([CH3:2])([CH3:3])[CH3:4])=[O:7])[CH2:13][CH2:12]2)[CH:26]=[N:27][CH:28]=1. The yield is 0.507. (2) The reactants are [C:1]([O:5][C:6]([C:8]1(C(O)=O)[CH2:10][CH:9]1[CH2:11][CH3:12])=[O:7])([CH3:4])([CH3:3])[CH3:2].C([N:18]([CH2:21]C)CC)C.C1C=CC(P(N=[N+]=[N-])(C2C=CC=CC=2)=[O:30])=CC=1.[CH3:40][Si:41]([CH3:46])([CH3:45])[CH2:42][CH2:43][OH:44]. The catalyst is C1C=CC=CC=1. The product is [C:1]([O:5][C:6]([C@:8]1([NH:18][C:21]([O:44][CH2:43][CH2:42][Si:41]([CH3:46])([CH3:45])[CH3:40])=[O:30])[CH2:10][C@@H:9]1[CH2:11][CH3:12])=[O:7])([CH3:2])([CH3:3])[CH3:4]. The yield is 0.520. (3) The reactants are [NH2:1][C:2]1[C:7]([C:8]([NH:10][CH:11]([CH3:21])[CH2:12][C:13]2[CH:18]=[CH:17][C:16]([F:19])=[C:15]([F:20])[CH:14]=2)=[O:9])=[C:6]([C:22]([F:25])([F:24])[F:23])[N:5]=[CH:4][CH:3]=1.[CH2:26]([O:33][C:34]1[C:35]([CH:40]=O)=[N:36][CH:37]=[CH:38][CH:39]=1)[C:27]1[CH:32]=[CH:31][CH:30]=[CH:29][CH:28]=1. The catalyst is C1(C)C=CC=CC=1.C1(C)C=CC(S(O)(=O)=O)=CC=1. The product is [CH2:26]([O:33][C:34]1[C:35]([CH:40]2[NH:1][C:2]3[CH:3]=[CH:4][N:5]=[C:6]([C:22]([F:25])([F:24])[F:23])[C:7]=3[C:8](=[O:9])[N:10]2[CH:11]([CH3:21])[CH2:12][C:13]2[CH:18]=[CH:17][C:16]([F:19])=[C:15]([F:20])[CH:14]=2)=[N:36][CH:37]=[CH:38][CH:39]=1)[C:27]1[CH:28]=[CH:29][CH:30]=[CH:31][CH:32]=1. The yield is 0.820.